From a dataset of Reaction yield outcomes from USPTO patents with 853,638 reactions. Predict the reaction yield, written as a fraction of the theoretical maximum amount of product (1.0 means a 100% yield; for example, 0.34 means a 34% yield). (1) The reactants are [C:1]([O:5][C:6]([NH:8][C@@H:9]([CH:13]1[CH2:18][CH2:17][CH2:16][CH2:15][CH2:14]1)[C:10]([OH:12])=O)=[O:7])([CH3:4])([CH3:3])[CH3:2].CCN(C(C)C)C(C)C.CN(C(ON1N=NC2C=CC=NC1=2)=[N+](C)C)C.F[P-](F)(F)(F)(F)F.FC(F)(F)C(O)=O.[CH2:59]([O:66][C:67]([C@@H:69]1[CH2:73][C@H:72]([NH:74][C:75]([O:77][CH2:78][CH:79]2[C:91]3[CH:90]=[CH:89][CH:88]=[CH:87][C:86]=3[C:85]3[C:80]2=[CH:81][CH:82]=[CH:83][CH:84]=3)=[O:76])[CH2:71][NH:70]1)=[O:68])[C:60]1[CH:65]=[CH:64][CH:63]=[CH:62][CH:61]=1. The catalyst is CN(C=O)C. The product is [CH2:59]([O:66][C:67]([C@@H:69]1[CH2:73][C@H:72]([NH:74][C:75]([O:77][CH2:78][CH:79]2[C:91]3[CH:90]=[CH:89][CH:88]=[CH:87][C:86]=3[C:85]3[C:80]2=[CH:81][CH:82]=[CH:83][CH:84]=3)=[O:76])[CH2:71][N:70]1[C:10](=[O:12])[C@@H:9]([NH:8][C:6]([O:5][C:1]([CH3:2])([CH3:3])[CH3:4])=[O:7])[CH:13]1[CH2:18][CH2:17][CH2:16][CH2:15][CH2:14]1)=[O:68])[C:60]1[CH:61]=[CH:62][CH:63]=[CH:64][CH:65]=1. The yield is 0.930. (2) The yield is 0.770. The product is [CH3:1][O:2][C:3]1[CH:11]=[C:10]([N+:12]([O-:14])=[O:13])[CH:9]=[CH:8][C:4]=1[C:5]([O:7][CH3:15])=[O:6]. No catalyst specified. The reactants are [CH3:1][O:2][C:3]1[CH:11]=[C:10]([N+:12]([O-:14])=[O:13])[CH:9]=[CH:8][C:4]=1[C:5]([OH:7])=[O:6].[C:15](=O)([O-])[O-].[K+].[K+].IC. (3) The reactants are [CH2:1]1[CH2:8][O:7][S:4](=[O:6])(=[O:5])[CH2:3][CH2:2]1.[CH2:9]([NH2:11])[CH3:10].CCO. The catalyst is O1CCCC1.CC(C)=O.CCO. The product is [CH2:9]([NH:11][CH2:8][CH2:1][CH2:2][CH2:3][S:4]([OH:7])(=[O:6])=[O:5])[CH3:10]. The yield is 0.750. (4) The reactants are [F:1][C:2]([F:13])([F:12])[CH:3]([C:8]([F:11])([F:10])[F:9])[CH:4]([NH2:7])[CH2:5][OH:6].N1C=CC=CC=1.[Cl:20][C:21]1[CH:22]=[C:23]([S:27](Cl)(=[O:29])=[O:28])[S:24][C:25]=1[Cl:26]. The catalyst is C1COCC1. The product is [Cl:20][C:21]1[CH:22]=[C:23]([S:27]([NH:7][CH:4]([CH2:5][OH:6])[CH:3]([C:8]([F:9])([F:10])[F:11])[C:2]([F:12])([F:13])[F:1])(=[O:29])=[O:28])[S:24][C:25]=1[Cl:26]. The yield is 0.0900. (5) The reactants are [CH3:1][O:2][C:3](=[O:15])[C:4]1[CH:12]=[C:11]([O:13][CH3:14])[CH:10]=[C:6]([C:7]([NH2:9])=O)[CH:5]=1.N1C=CC=CC=1.FC(F)(F)C(OC(=O)C(F)(F)F)=O. The catalyst is ClCCl. The product is [CH3:1][O:2][C:3](=[O:15])[C:4]1[CH:12]=[C:11]([O:13][CH3:14])[CH:10]=[C:6]([C:7]#[N:9])[CH:5]=1. The yield is 0.980. (6) The catalyst is C1COCC1. The yield is 0.910. The reactants are [C:1]1([Br:7])[CH:6]=[CH:5][CH:4]=[CH:3][CH:2]=1.Br[C:9]1[CH:16]=[CH:15][C:12]([CH:13]=[O:14])=[CH:11][CH:10]=1. The product is [Br:7][C:1]1[CH:6]=[CH:5][C:4]([CH:13]([C:12]2[CH:15]=[CH:16][CH:9]=[CH:10][CH:11]=2)[OH:14])=[CH:3][CH:2]=1. (7) The product is [Br:14][C:15]1[CH:20]=[CH:19][C:18]([C@@H:21]([N:23]2[CH2:29][CH2:28][CH2:27][C@:26]([CH2:36][CH2:37][C:38]([OH:3])=[O:39])([C:30]3[CH:31]=[CH:32][CH:33]=[CH:34][CH:35]=3)[NH:25][C:24]2=[O:40])[CH3:22])=[CH:17][CH:16]=1. The yield is 0.690. The catalyst is CC(C)=O. The reactants are CC(C)=[O:3].OS(O)(=O)=O.O=[Cr](=O)=O.[Br:14][C:15]1[CH:20]=[CH:19][C:18]([C@@H:21]([N:23]2[CH2:29][CH2:28][CH2:27][C@:26]([CH2:36][CH2:37][CH2:38][OH:39])([C:30]3[CH:35]=[CH:34][CH:33]=[CH:32][CH:31]=3)[NH:25][C:24]2=[O:40])[CH3:22])=[CH:17][CH:16]=1.CC(O)C.